Dataset: Forward reaction prediction with 1.9M reactions from USPTO patents (1976-2016). Task: Predict the product of the given reaction. Given the reactants [C:1]([C:4]1[CH:8]=[C:7]([C:9]([NH:11][C@@H:12]([CH3:28])[CH2:13][N:14]2[CH:18]=[CH:17][C:16]([C:19]3[CH:24]=[CH:23][C:22]([C:25]#[N:26])=[C:21]([Cl:27])[CH:20]=3)=[N:15]2)=[O:10])[NH:6][N:5]=1)(=[O:3])[CH3:2].CCO.[BH4-].[Na+].Cl, predict the reaction product. The product is: [Cl:27][C:21]1[CH:20]=[C:19]([C:16]2[CH:17]=[CH:18][N:14]([CH2:13][C@@H:12]([NH:11][C:9]([C:7]3[NH:6][N:5]=[C:4]([CH:1]([OH:3])[CH3:2])[CH:8]=3)=[O:10])[CH3:28])[N:15]=2)[CH:24]=[CH:23][C:22]=1[C:25]#[N:26].